From a dataset of Reaction yield outcomes from USPTO patents with 853,638 reactions. Predict the reaction yield, written as a fraction of the theoretical maximum amount of product (1.0 means a 100% yield; for example, 0.34 means a 34% yield). (1) The reactants are Br[C:2]1[CH:3]=[C:4]2[C:8](=[C:9]([Cl:11])[CH:10]=1)[NH:7][N:6]=[C:5]2[CH3:12].O1CCOCC1.[C:19](=O)([O-:21])[O-:20].[Na+].[Na+]. The catalyst is O. The product is [Cl:11][C:9]1[CH:10]=[C:2]([C:19]([OH:21])=[O:20])[CH:3]=[C:4]2[C:8]=1[NH:7][N:6]=[C:5]2[CH3:12]. The yield is 0.820. (2) The reactants are Cl[C:2]1[CH:7]=[C:6]([N:8]2[C:12]([CH3:13])=[N:11][C:10]([CH3:14])=[N:9]2)[N:5]=[C:4]([CH3:15])[N:3]=1.[NH:16]1[CH2:19][CH:18]([C:20]2[N:24]([CH3:25])[C:23]3[CH:26]=[CH:27][CH:28]=[CH:29][C:22]=3[N:21]=2)[CH2:17]1.C([O-])([O-])=O.[Cs+].[Cs+]. The catalyst is CN(C=O)C. The product is [CH3:14][C:10]1[N:11]=[C:12]([CH3:13])[N:8]([C:6]2[N:5]=[C:4]([CH3:15])[N:3]=[C:2]([N:16]3[CH2:19][CH:18]([C:20]4[N:24]([CH3:25])[C:23]5[CH:26]=[CH:27][CH:28]=[CH:29][C:22]=5[N:21]=4)[CH2:17]3)[CH:7]=2)[N:9]=1. The yield is 0.780. (3) The reactants are C[O:2][C:3](=O)[CH2:4][CH2:5][CH2:6][NH:7][C@@H:8]([C:11](=[O:13])[NH2:12])[CH2:9][CH3:10]. The catalyst is C1(C)C=CC=CC=1. The product is [O:2]=[C:3]1[CH2:4][CH2:5][CH2:6][N:7]1[C@H:8]([CH2:9][CH3:10])[C:11]([NH2:12])=[O:13]. The yield is 0.300. (4) The reactants are [CH2:1]([O:8][N:9]1[C:15](=[O:16])[N:14]2[CH2:17][C@H:10]1[CH2:11][CH2:12][C@H:13]2[CH2:18][OH:19])[C:2]1[CH:7]=[CH:6][CH:5]=[CH:4][CH:3]=1.ClN1C(=O)N(Cl)C(=O)N(Cl)C1=O. The catalyst is C(Cl)Cl.CC1(C)N([O])C(C)(C)CCC1. The product is [CH2:1]([O:8][N:9]1[C:15](=[O:16])[N:14]2[CH2:17][C@H:10]1[CH2:11][CH2:12][C@H:13]2[CH:18]=[O:19])[C:2]1[CH:3]=[CH:4][CH:5]=[CH:6][CH:7]=1. The yield is 0.900.